Dataset: Full USPTO retrosynthesis dataset with 1.9M reactions from patents (1976-2016). Task: Predict the reactants needed to synthesize the given product. Given the product [C:1]([Si:5]1([C:35]([CH3:38])([CH3:37])[CH3:36])[O:10][C@H:9]2[C@H:11]([O:14][C:15]3[N:19]([CH2:20][O:21][CH2:22][CH2:23][Si:24]([CH3:27])([CH3:26])[CH3:25])[C:18]4[CH:28]=[C:29]([F:34])[C:30]([C:50]5[CH:51]=[CH:52][C:47]([B:42]6[O:43][C:44]([CH3:46])([CH3:45])[C:40]([CH3:62])([CH3:39])[O:41]6)=[CH:48][CH:49]=5)=[C:31]([F:32])[C:17]=4[N:16]=3)[CH2:12][O:13][C@@H:8]2[CH2:7][O:6]1)([CH3:4])([CH3:3])[CH3:2], predict the reactants needed to synthesize it. The reactants are: [C:1]([Si:5]1([C:35]([CH3:38])([CH3:37])[CH3:36])[O:10][C@H:9]2[C@H:11]([O:14][C:15]3[N:19]([CH2:20][O:21][CH2:22][CH2:23][Si:24]([CH3:27])([CH3:26])[CH3:25])[C:18]4[CH:28]=[C:29]([F:34])[C:30](I)=[C:31]([F:32])[C:17]=4[N:16]=3)[CH2:12][O:13][C@@H:8]2[CH2:7][O:6]1)([CH3:4])([CH3:3])[CH3:2].[CH3:39][C:40]1([CH3:62])[C:44]([CH3:46])([CH3:45])[O:43][B:42]([C:47]2[CH:52]=[CH:51][C:50](B3OC(C)(C)C(C)(C)O3)=[CH:49][CH:48]=2)[O:41]1.